From a dataset of Full USPTO retrosynthesis dataset with 1.9M reactions from patents (1976-2016). Predict the reactants needed to synthesize the given product. (1) Given the product [Br:2][C:3]1[CH:25]=[C:24]2[C:6]([CH2:7][C:8]3([CH2:13][CH2:12][CH:11]([CH:14]([F:15])[F:16])[CH2:10][CH2:9]3)[C:17]2=[NH:18])=[CH:5][CH:4]=1, predict the reactants needed to synthesize it. The reactants are: Cl.[Br:2][C:3]1[CH:25]=[C:24]2[C:6]([CH2:7][C:8]3([C:17]42N=C(N)C(C)=[N:18]4)[CH2:13][CH2:12][CH:11]([CH:14]([F:16])[F:15])[CH2:10][CH2:9]3)=[CH:5][CH:4]=1. (2) Given the product [NH2:7][CH2:8][CH:9]=[CH:10][CH2:11][NH:12][C:13](=[O:33])[CH2:14][CH2:15][CH2:16][CH2:17][CH:18]([C:26]1[CH:31]=[CH:30][C:29]([F:32])=[CH:28][CH:27]=1)[C:19]1[CH:24]=[CH:23][C:22]([F:25])=[CH:21][CH:20]=1, predict the reactants needed to synthesize it. The reactants are: C(OC(=O)[NH:7][CH2:8][CH:9]=[CH:10][CH2:11][NH:12][C:13](=[O:33])[CH2:14][CH2:15][CH2:16][CH2:17][CH:18]([C:26]1[CH:31]=[CH:30][C:29]([F:32])=[CH:28][CH:27]=1)[C:19]1[CH:24]=[CH:23][C:22]([F:25])=[CH:21][CH:20]=1)(C)(C)C.C(O)(C(F)(F)F)=O. (3) Given the product [Br-:20].[CH2:28]([NH:27][C:25](=[O:26])[CH2:24][CH2:23][CH2:22][CH2:21][P+:7]([C:1]1[CH:2]=[CH:3][CH:4]=[CH:5][CH:6]=1)([C:8]1[CH:13]=[CH:12][CH:11]=[CH:10][CH:9]=1)[C:14]1[CH:15]=[CH:16][CH:17]=[CH:18][CH:19]=1)[CH3:29], predict the reactants needed to synthesize it. The reactants are: [C:1]1([P:7]([C:14]2[CH:19]=[CH:18][CH:17]=[CH:16][CH:15]=2)[C:8]2[CH:13]=[CH:12][CH:11]=[CH:10][CH:9]=2)[CH:6]=[CH:5][CH:4]=[CH:3][CH:2]=1.[Br:20][CH2:21][CH2:22][CH2:23][CH2:24][C:25]([NH:27][CH2:28][CH3:29])=[O:26]. (4) Given the product [ClH:21].[Cl:1][CH2:17][C:12]1[C:13]([CH3:16])=[N:14][CH:15]=[C:10]([C:5]2[CH:6]=[CH:7][C:8]([CH3:9])=[C:3]([CH3:2])[CH:4]=2)[CH:11]=1, predict the reactants needed to synthesize it. The reactants are: [ClH:1].[CH3:2][C:3]1[CH:4]=[C:5]([C:10]2[CH:11]=[C:12]([CH2:17]O)[C:13]([CH3:16])=[N:14][CH:15]=2)[CH:6]=[CH:7][C:8]=1[CH3:9].S(Cl)([Cl:21])=O. (5) Given the product [Cl:13][C:14]1[CH:19]=[CH:18][C:17]([C:8]2[C:7]([O:11][CH2:33][CH2:32][O:31][CH3:30])=[N:6][CH:5]=[C:4]([CH:9]=2)[C:3]([NH:23][CH2:24][CH:25]([CH2:26][OH:27])[CH2:28][CH3:29])=[O:12])=[CH:16][CH:15]=1, predict the reactants needed to synthesize it. The reactants are: CO[C:3](=[O:12])[C:4]1[CH:9]=[C:8](Br)[C:7]([OH:11])=[N:6][CH:5]=1.[Cl:13][C:14]1[CH:19]=[CH:18][C:17](B(O)O)=[CH:16][CH:15]=1.[NH2:23][CH2:24][CH:25]([CH2:28][CH3:29])[CH2:26][OH:27].[CH3:30][O:31][CH2:32][CH2:33]O. (6) Given the product [CH3:9][CH:10]1[CH2:12][CH:11]1[C:13]1[NH:8][C:1]2[CH:6]=[CH:5][CH:4]=[CH:3][C:2]=2[N:7]=1, predict the reactants needed to synthesize it. The reactants are: [C:1]1([NH2:8])[C:2]([NH2:7])=[CH:3][CH:4]=[CH:5][CH:6]=1.[CH3:9][CH:10]1[CH2:12][CH:11]1[C:13](O)=O.[OH-].[Na+]. (7) The reactants are: Cl[C:2]1[CH:3]=[C:4](C2(CO)CCN(C(OC(C)(C)C)=O)CC2)[CH:5]=[CH:6][CH:7]=1.[OH:23][CH2:24][C:25]1([C:38]2[CH:43]=[CH:42][CH:41]=[C:40]([C:44]([F:47])([F:46])[F:45])[CH:39]=2)[CH2:30][CH2:29][N:28]([C:31](OC(C)(C)C)=O)[CH2:27][CH2:26]1. Given the product [CH2:31]([N:28]1[CH2:29][CH2:30][C:25]([C:38]2[CH:43]=[CH:42][CH:41]=[C:40]([C:44]([F:46])([F:45])[F:47])[CH:39]=2)([CH:24]=[O:23])[CH2:26][CH2:27]1)[C:2]1[CH:3]=[CH:4][CH:5]=[CH:6][CH:7]=1, predict the reactants needed to synthesize it. (8) Given the product [Br:11][C:12]1[CH:17]=[CH:16][C:15]([O:18][CH:8]([CH3:10])[CH3:9])=[C:14]([CH2:19][CH3:20])[CH:13]=1, predict the reactants needed to synthesize it. The reactants are: C(=O)([O-])[O-].[K+].[K+].I[CH:8]([CH3:10])[CH3:9].[Br:11][C:12]1[CH:17]=[CH:16][C:15]([OH:18])=[C:14]([CH2:19][CH3:20])[CH:13]=1. (9) Given the product [NH2:1][C:2]1[N:7]=[CH:6][C:5]([C:26]2[CH2:31][CH2:30][N:29]([C:32](=[O:35])[CH2:33][CH3:34])[CH2:28][CH:27]=2)=[N:4][C:3]=1[C:9]#[C:10][C:11]1[CH:16]=[CH:15][CH:14]=[C:13]([OH:17])[CH:12]=1, predict the reactants needed to synthesize it. The reactants are: [NH2:1][C:2]1[C:3]([C:9]#[C:10][C:11]2[CH:12]=[C:13]([OH:17])[CH:14]=[CH:15][CH:16]=2)=[N:4][C:5](Br)=[CH:6][N:7]=1.CC1(C)C(C)(C)OB([C:26]2[CH2:27][CH2:28][N:29]([C:32](=[O:35])[CH2:33][CH3:34])[CH2:30][CH:31]=2)O1.[O-]P([O-])([O-])=O.[K+].[K+].[K+].O. (10) The reactants are: [CH:1]([NH2:4])([CH3:3])[CH3:2].[C:5]([O:9][C:10]([NH:12][C@H:13]1[CH2:18][CH2:17][C@H:16]([C:19]([OH:21])=O)[CH2:15][CH2:14]1)=[O:11])([CH3:8])([CH3:7])[CH3:6].CN(C(ON1N=NC2C=CC=NC1=2)=[N+](C)C)C.F[P-](F)(F)(F)(F)F.C(N(C(C)C)CC)(C)C. Given the product [C:5]([O:9][C:10](=[O:11])[NH:12][C@H:13]1[CH2:14][CH2:15][C@H:16]([C:19](=[O:21])[NH:4][CH:1]([CH3:3])[CH3:2])[CH2:17][CH2:18]1)([CH3:6])([CH3:7])[CH3:8], predict the reactants needed to synthesize it.